Dataset: Full USPTO retrosynthesis dataset with 1.9M reactions from patents (1976-2016). Task: Predict the reactants needed to synthesize the given product. (1) Given the product [O:32]=[C:31]1[C:30]2[C:25](=[CH:26][CH:27]=[CH:28][CH:29]=2)[C:24](=[O:33])[N:23]1[C@H:21]([C:13]1[C:14]([CH:18]=[O:34])=[N:15][C:16]2[C:11]([CH:12]=1)=[CH:10][CH:9]=[C:8]([F:7])[CH:17]=2)[CH3:22], predict the reactants needed to synthesize it. The reactants are: I([O-])(=O)(=O)=O.[Na+].[F:7][C:8]1[CH:17]=[C:16]2[C:11]([CH:12]=[C:13]([C@@H:21]([N:23]3[C:31](=[O:32])[C:30]4[C:25](=[CH:26][CH:27]=[CH:28][CH:29]=4)[C:24]3=[O:33])[CH3:22])[C:14](/[CH:18]=C\C)=[N:15]2)=[CH:10][CH:9]=1.[OH2:34]. (2) Given the product [CH3:20][Si:19]([CH3:22])([CH3:21])[CH2:18][CH2:17][O:16][CH2:15][N:12]1[C:8]2[N:9]=[CH:10][N:11]=[C:6]([C:4]3[CH:5]=[N:1][N:2]([CH:31]([CH2:37][CH3:38])[C:32]([O:34][CH2:35][CH3:36])=[O:33])[CH:3]=3)[C:7]=2[CH:14]=[CH:13]1, predict the reactants needed to synthesize it. The reactants are: [NH:1]1[CH:5]=[C:4]([C:6]2[C:7]3[CH:14]=[CH:13][N:12]([CH2:15][O:16][CH2:17][CH2:18][Si:19]([CH3:22])([CH3:21])[CH3:20])[C:8]=3[N:9]=[CH:10][N:11]=2)[CH:3]=[N:2]1.CN(C)C=O.[H-].[Na+].Br[CH:31]([CH2:37][CH3:38])[C:32]([O:34][CH2:35][CH3:36])=[O:33]. (3) Given the product [CH2:1]([N:5]([CH2:6][C:7]1[S:8][C:9]([C:12]2[CH:17]=[CH:16][CH:15]=[C:14]([S:18]([CH3:21])(=[O:20])=[O:19])[CH:13]=2)=[CH:10][CH:11]=1)[S:24]([CH2:22][CH3:23])(=[O:26])=[O:25])[CH:2]([CH3:4])[CH3:3], predict the reactants needed to synthesize it. The reactants are: [CH2:1]([NH:5][CH2:6][C:7]1[S:8][C:9]([C:12]2[CH:17]=[CH:16][CH:15]=[C:14]([S:18]([CH3:21])(=[O:20])=[O:19])[CH:13]=2)=[CH:10][CH:11]=1)[CH:2]([CH3:4])[CH3:3].[CH2:22]([S:24](Cl)(=[O:26])=[O:25])[CH3:23].C(N(CC)C(C)C)(C)C. (4) The reactants are: Cl[C:2]1[CH:7]=[CH:6][C:5]([CH2:8][N:9]2[CH2:12][CH:11]([O:13][CH3:14])[CH2:10]2)=[CH:4][N:3]=1.C1(C2C=CC=CC=2)C=CC=CC=1P(C1CCCCC1)C1CCCCC1.C[Si]([N-:44][Si](C)(C)C)(C)C.[Li+].Cl. Given the product [CH3:14][O:13][CH:11]1[CH2:12][N:9]([CH2:8][C:5]2[CH:6]=[CH:7][C:2]([NH2:44])=[N:3][CH:4]=2)[CH2:10]1, predict the reactants needed to synthesize it. (5) Given the product [CH3:17][O:15][C:14]([CH:10]1[CH2:11][CH2:12][CH2:13][N:8]([C:6]([O:5][C:1]([CH3:4])([CH3:2])[CH3:3])=[O:7])[CH2:9]1)=[O:16], predict the reactants needed to synthesize it. The reactants are: [C:1]([O:5][C:6]([N:8]1[CH2:13][CH2:12][CH2:11][CH:10]([C:14]([OH:16])=[O:15])[CH2:9]1)=[O:7])([CH3:4])([CH3:3])[CH3:2].[CH3:17][Si](C=[N+]=[N-])(C)C. (6) Given the product [CH3:28][C:25]1[CH:24]=[CH:23][C:22]([C:17]2[C:16]([C:14]([NH:13][C:10]3[CH:11]=[CH:12][C:7]([NH:6][CH2:36][CH2:35][C:30]4[CH:31]=[CH:32][CH:33]=[CH:34][N:29]=4)=[CH:8][CH:9]=3)=[O:15])=[CH:21][CH:20]=[CH:19][CH:18]=2)=[CH:27][CH:26]=1, predict the reactants needed to synthesize it. The reactants are: CS(O)(=O)=O.[NH2:6][C:7]1[CH:12]=[CH:11][C:10]([NH:13][C:14]([C:16]2[C:17]([C:22]3[CH:27]=[CH:26][C:25]([CH3:28])=[CH:24][CH:23]=3)=[CH:18][CH:19]=[CH:20][CH:21]=2)=[O:15])=[CH:9][CH:8]=1.[N:29]1[CH:34]=[CH:33][CH:32]=[CH:31][C:30]=1[CH2:35][CH2:36]O. (7) Given the product [C:29]1([CH3:44])[CH:30]=[CH:31][C:32]([S:35]([O:38][C@H:39]([CH3:43])[C:40]([N:1]2[C@@H:9]3[C@@H:4]([CH2:5][CH2:6][CH2:7][CH2:8]3)[CH2:3][C@H:2]2[C:10]([O:12][CH2:13][C:14]2[CH:19]=[CH:18][CH:17]=[CH:16][CH:15]=2)=[O:11])=[O:41])(=[O:36])=[O:37])=[CH:33][CH:34]=1, predict the reactants needed to synthesize it. The reactants are: [NH:1]1[C@@H:9]2[C@@H:4]([CH2:5][CH2:6][CH2:7][CH2:8]2)[CH2:3][C@H:2]1[C:10]([O:12][CH2:13][C:14]1[CH:19]=[CH:18][CH:17]=[CH:16][CH:15]=1)=[O:11].C(N(C(C)C)CC)(C)C.[C:29]1([CH3:44])[CH:34]=[CH:33][C:32]([S:35]([O:38][C@H:39]([CH3:43])[C:40](Cl)=[O:41])(=[O:37])=[O:36])=[CH:31][CH:30]=1. (8) Given the product [CH3:32][C:29]([CH3:30])([CH3:31])[C:28](=[O:33])[CH2:27][O:26][C:23]1[CH:24]=[CH:25][C:20]([C:15]([C:9]2[CH:8]=[C:7]3[C:12]([CH:13]=[CH:14][C:5]([C:3]([OH:4])=[O:2])=[CH:6]3)=[CH:11][CH:10]=2)([CH2:18][CH3:19])[CH2:16][CH3:17])=[CH:21][C:22]=1[CH3:34], predict the reactants needed to synthesize it. The reactants are: C[O:2][C:3]([C:5]1[CH:14]=[CH:13][C:12]2[C:7](=[CH:8][C:9]([C:15]([C:20]3[CH:25]=[CH:24][C:23]([O:26][CH2:27][C:28](=[O:33])[C:29]([CH3:32])([CH3:31])[CH3:30])=[C:22]([CH3:34])[CH:21]=3)([CH2:18][CH3:19])[CH2:16][CH3:17])=[CH:10][CH:11]=2)[CH:6]=1)=[O:4].[OH-].[Na+].